From a dataset of Reaction yield outcomes from USPTO patents with 853,638 reactions. Predict the reaction yield, written as a fraction of the theoretical maximum amount of product (1.0 means a 100% yield; for example, 0.34 means a 34% yield). (1) The reactants are [Si:1]([O:8][C:9]1[CH:14]=[C:13]([O:15][Si:16]([C:19]([CH3:22])([CH3:21])[CH3:20])([CH3:18])[CH3:17])[CH:12]=[CH:11][C:10]=1[CH:23]1[CH2:28][CH2:27][C:26](=O)[CH2:25][CH2:24]1)([C:4]([CH3:7])([CH3:6])[CH3:5])([CH3:3])[CH3:2].[CH2:30]([NH2:37])[C:31]1[CH:36]=[CH:35][CH:34]=[CH:33][CH:32]=1. The catalyst is ClCCl. The product is [CH2:30]([N:37]=[C:26]1[CH2:27][CH2:28][CH:23]([C:10]2[CH:11]=[CH:12][C:13]([O:15][Si:16]([C:19]([CH3:21])([CH3:22])[CH3:20])([CH3:17])[CH3:18])=[CH:14][C:9]=2[O:8][Si:1]([C:4]([CH3:6])([CH3:5])[CH3:7])([CH3:2])[CH3:3])[CH2:24][CH2:25]1)[C:31]1[CH:36]=[CH:35][CH:34]=[CH:33][CH:32]=1. The yield is 0.860. (2) The reactants are [CH3:1][C:2]1[N:7]=[C:6]([C:8]2[CH:13]=[CH:12][CH:11]=[C:10]([C:14]3[CH:19]=[CH:18][CH:17]=[C:16]([N+:20]([O-])=O)[CH:15]=3)[N:9]=2)[CH:5]=[C:4]([C:23]2[CH:28]=[CH:27][C:26]([C:29]([F:32])([F:31])[F:30])=[CH:25][CH:24]=2)[CH:3]=1.[H][H]. The catalyst is C1COCC1.CCO.[Pd]. The product is [CH3:1][C:2]1[N:7]=[C:6]([C:8]2[CH:13]=[CH:12][CH:11]=[C:10]([C:14]3[CH:15]=[C:16]([NH2:20])[CH:17]=[CH:18][CH:19]=3)[N:9]=2)[CH:5]=[C:4]([C:23]2[CH:28]=[CH:27][C:26]([C:29]([F:31])([F:30])[F:32])=[CH:25][CH:24]=2)[CH:3]=1. The yield is 0.800. (3) The reactants are [F:1][C:2]([F:11])([F:10])[C:3]1[CH:4]=[C:5]([SH:9])[CH:6]=[CH:7][CH:8]=1.CS(O[CH:17]1[CH2:22][CH2:21][O:20][CH:19]([C:23]2[C:28]([CH3:29])=[CH:27][C:26]([Br:30])=[CH:25][N:24]=2)[CH2:18]1)(=O)=O.C([O-])([O-])=O.[K+].[K+]. The catalyst is CN(C=O)C.O. The product is [Br:30][C:26]1[CH:27]=[C:28]([CH3:29])[C:23]([CH:19]2[CH2:18][CH:17]([S:9][C:5]3[CH:6]=[CH:7][CH:8]=[C:3]([C:2]([F:1])([F:10])[F:11])[CH:4]=3)[CH2:22][CH2:21][O:20]2)=[N:24][CH:25]=1. The yield is 0.810.